Dataset: CYP2D6 inhibition data for predicting drug metabolism from PubChem BioAssay. Task: Regression/Classification. Given a drug SMILES string, predict its absorption, distribution, metabolism, or excretion properties. Task type varies by dataset: regression for continuous measurements (e.g., permeability, clearance, half-life) or binary classification for categorical outcomes (e.g., BBB penetration, CYP inhibition). Dataset: cyp2d6_veith. (1) The molecule is CC(=O)Nc1nc2ncc(C=O)nc2c(=O)[nH]1. The result is 0 (non-inhibitor). (2) The drug is N/C(=N\OC(=O)c1cccc(Br)c1)c1ccc(Br)cc1. The result is 0 (non-inhibitor). (3) The compound is CC1=C(/C=C\C(C)=C\C=C/C(C)=C/C=C\C=C(C)\C=C/C=C(C)/C=C\C2=C(C)[C@@H](O)C(=O)CC2(C)C)C(C)(C)CC(=O)[C@@H]1O. The result is 0 (non-inhibitor). (4) The drug is COCCn1c(=O)c(-c2ccccc2)nc2cnc(Oc3ccccc3)nc21. The result is 0 (non-inhibitor). (5) The drug is CN(Cc1ccco1)c1ncnc2ccc(-c3ccccc3C#N)cc12. The result is 1 (inhibitor).